From a dataset of Catalyst prediction with 721,799 reactions and 888 catalyst types from USPTO. Predict which catalyst facilitates the given reaction. (1) Reactant: [Si:1]([O:8][C@H:9]([CH2:19][CH:20]([C:22]1[CH:27]=[C:26]([F:28])[CH:25]=[C:24]([C:29]#[N:30])[CH:23]=1)[OH:21])[CH2:10][NH:11][C:12](=[O:18])[O:13][C:14]([CH3:17])([CH3:16])[CH3:15])([C:4]([CH3:7])([CH3:6])[CH3:5])([CH3:3])[CH3:2].[CH3:31][S:32](Cl)(=[O:34])=[O:33].O. Product: [CH3:31][S:32]([O:21][CH:20]([C:22]1[CH:27]=[C:26]([F:28])[CH:25]=[C:24]([C:29]#[N:30])[CH:23]=1)[CH2:19][C@@H:9]([O:8][Si:1]([C:4]([CH3:5])([CH3:6])[CH3:7])([CH3:3])[CH3:2])[CH2:10][NH:11][C:12]([O:13][C:14]([CH3:16])([CH3:17])[CH3:15])=[O:18])(=[O:34])=[O:33]. The catalyst class is: 2. (2) Reactant: CN(C)CC.[CH:6]1([C:10]([N:12]2[CH2:18][CH2:17][CH:16]3[CH2:19][N:20]([CH2:23][C:24]4[CH:29]=[CH:28][C:27]([F:30])=[CH:26][CH:25]=4)[CH2:21][CH2:22][N:15]3[C:14]3[N:31]=[CH:32][CH:33]=[CH:34][C:13]2=3)=O)[CH2:9][CH2:8][CH2:7]1. Product: [CH:6]1([CH2:10][N:12]2[CH2:18][CH2:17][CH:16]3[CH2:19][N:20]([CH2:23][C:24]4[CH:25]=[CH:26][C:27]([F:30])=[CH:28][CH:29]=4)[CH2:21][CH2:22][N:15]3[C:14]3[N:31]=[CH:32][CH:33]=[CH:34][C:13]2=3)[CH2:9][CH2:8][CH2:7]1. The catalyst class is: 7. (3) Reactant: [C:1]([CH2:3][C:4]([N:6]1[CH2:11][CH2:10][CH2:9][CH:8]([CH2:12][NH:13][C:14]2[N:19]3[CH:20]=[CH:21][N:22]=[C:18]3[C:17]([C:23]([NH2:25])=[O:24])=[C:16]([NH:26][C:27]3[CH:32]=[C:31]([O:33][CH3:34])[CH:30]=[C:29]([O:35][CH3:36])[CH:28]=3)[N:15]=2)[CH2:7]1)=[O:5])#[N:2].[CH:37]1([CH:40]=O)[CH2:39][CH2:38]1.C(O)(=O)C.N1CCCCC1. Product: [C:1]([C:3](=[CH:40][CH:37]1[CH2:39][CH2:38]1)[C:4]([N:6]1[CH2:11][CH2:10][CH2:9][CH:8]([CH2:12][NH:13][C:14]2[N:19]3[CH:20]=[CH:21][N:22]=[C:18]3[C:17]([C:23]([NH2:25])=[O:24])=[C:16]([NH:26][C:27]3[CH:28]=[C:29]([O:35][CH3:36])[CH:30]=[C:31]([O:33][CH3:34])[CH:32]=3)[N:15]=2)[CH2:7]1)=[O:5])#[N:2]. The catalyst class is: 1. (4) Reactant: [CH3:1][C:2]1[N:25]([CH3:26])[C:5]2[CH:6]=[C:7]([C:22](O)=[O:23])[C:8]3[CH2:9][CH2:10][C:11]4([NH:20][C:21]=3[C:4]=2[N:3]=1)[CH2:19][C:18]1[C:13](=[CH:14][CH:15]=[CH:16][CH:17]=1)[CH2:12]4.F[B-](F)(F)F.N1(OC(N(C)C)=[N+](C)C)C2C=CC=CC=2N=N1.[NH2:49][CH2:50][CH2:51][CH2:52][OH:53]. Product: [OH:53][CH2:52][CH2:51][CH2:50][NH:49][C:22]([C:7]1[C:8]2[CH2:9][CH2:10][C:11]3([NH:20][C:21]=2[C:4]2[N:3]=[C:2]([CH3:1])[N:25]([CH3:26])[C:5]=2[CH:6]=1)[CH2:12][C:13]1[C:18](=[CH:17][CH:16]=[CH:15][CH:14]=1)[CH2:19]3)=[O:23]. The catalyst class is: 9. (5) Reactant: [CH3:1][C:2]1[O:6][N:5]=[C:4]([C:7]#[N:8])[CH:3]=1.F[C:10]1C=CC(C2OC3C=CC(C4C=CC(C5C=CC=C(C(O)=O)C=5)=C(C(=O)NCC(C)C)C=4)=CC=3C=2C(=O)NC)=C[CH:11]=1.CC[Mg+].[Br-].[OH-].[Na+]. Product: [CH3:1][C:2]1[O:6][N:5]=[C:4]([C:7]2([NH2:8])[CH2:11][CH2:10]2)[CH:3]=1. The catalyst class is: 76. (6) Reactant: [CH:1]1([CH2:5][C:6]2[N:7]=[C:8]([C:11]([NH2:13])=O)[S:9][CH:10]=2)[CH2:4][CH2:3][CH2:2]1.N1C=CC=CC=1.C(OC(C(F)(F)F)=O)(C(F)(F)F)=O.O. Product: [CH:1]1([CH2:5][C:6]2[N:7]=[C:8]([C:11]#[N:13])[S:9][CH:10]=2)[CH2:2][CH2:3][CH2:4]1. The catalyst class is: 2. (7) Reactant: [O:1]1[C:5]2([CH2:10][CH2:9][N:8]([CH2:11][CH2:12][C:13]3[CH:22]=[C:21]4[C:16]([CH2:17][CH2:18][CH2:19][NH:20]4)=[CH:15][C:14]=3[O:23][CH3:24])[CH2:7][CH2:6]2)[O:4][CH2:3][CH2:2]1.C=O.[C:27]([BH3-])#N.[Na+].C(O)(=O)C. Product: [O:4]1[C:5]2([CH2:6][CH2:7][N:8]([CH2:11][CH2:12][C:13]3[CH:22]=[C:21]4[C:16]([CH2:17][CH2:18][CH2:19][N:20]4[CH3:27])=[CH:15][C:14]=3[O:23][CH3:24])[CH2:9][CH2:10]2)[O:1][CH2:2][CH2:3]1. The catalyst class is: 115. (8) Reactant: [Cl:1][C:2]1[N:3]=[N:4][C:5]([Cl:9])=[C:6](Cl)[N:7]=1.[F:10][C:11]1[CH:12]=[C:13]([SH:21])[CH:14]=[C:15]([C:17]([F:20])([F:19])[F:18])[CH:16]=1.C(=O)([O-])[O-].[Na+].[Na+]. Product: [Cl:1][C:2]1[N:3]=[N:4][C:5]([Cl:9])=[C:6]([S:21][C:13]2[CH:14]=[C:15]([C:17]([F:18])([F:19])[F:20])[CH:16]=[C:11]([F:10])[CH:12]=2)[N:7]=1. The catalyst class is: 1. (9) Reactant: [NH2:1][CH2:2][CH2:3][CH2:4][CH2:5][CH2:6][CH2:7][CH2:8][CH2:9][CH2:10][CH2:11][CH2:12][CH3:13].[C:14](#[N:17])[CH:15]=[CH2:16].[C:18](O)(=O)[CH3:19].[NH3:22].[CH2:23](O)C. Product: [C:23]([CH2:18][CH2:19][N:1]([CH2:2][CH2:3][CH2:4][CH2:5][CH2:6][CH2:7][CH2:8][CH2:9][CH2:10][CH2:11][CH2:12][CH3:13])[CH2:16][CH2:15][C:14]#[N:17])#[N:22]. The catalyst class is: 6. (10) Reactant: [C:1]([NH:9][C:10]1[CH:15]=[CH:14][C:13]([CH:16]([CH2:20][CH:21]2[CH2:25][CH2:24][CH2:23][CH2:22]2)[C:17]([OH:19])=O)=[CH:12][CH:11]=1)(=[O:8])[C:2]1[CH:7]=[CH:6][CH:5]=[CH:4][CH:3]=1.F[P-](F)(F)(F)(F)F.N1(O[P+](N(C)C)(N(C)C)N(C)C)C2C=CC=CC=2N=N1.[NH2:53][C:54]1[S:55][CH:56]=[CH:57][N:58]=1.C(N(CC)C(C)C)(C)C. Product: [CH:21]1([CH2:20][CH:16]([C:13]2[CH:14]=[CH:15][C:10]([NH:9][C:1](=[O:8])[C:2]3[CH:7]=[CH:6][CH:5]=[CH:4][CH:3]=3)=[CH:11][CH:12]=2)[C:17](=[O:19])[NH:53][C:54]2[S:55][CH:56]=[CH:57][N:58]=2)[CH2:25][CH2:24][CH2:23][CH2:22]1. The catalyst class is: 34.